Dataset: Full USPTO retrosynthesis dataset with 1.9M reactions from patents (1976-2016). Task: Predict the reactants needed to synthesize the given product. (1) Given the product [NH2:19][C:10]1[C:9]2[N:8]=[CH:7][N:6]([CH2:5][CH2:4][CH2:3][CH2:2][NH:1][C:28](=[O:29])[CH:27]([O:20][C:21]3[CH:22]=[CH:23][CH:24]=[CH:25][CH:26]=3)[CH3:31])[C:18]=2[C:17]2[CH:16]=[CH:15][CH:14]=[CH:13][C:12]=2[N:11]=1, predict the reactants needed to synthesize it. The reactants are: [NH2:1][CH2:2][CH2:3][CH2:4][CH2:5][N:6]1[C:18]2[C:17]3[CH:16]=[CH:15][CH:14]=[CH:13][C:12]=3[N:11]=[C:10]([NH2:19])[C:9]=2[N:8]=[CH:7]1.[O:20]([CH:27]([CH3:31])[C:28](Cl)=[O:29])[C:21]1[CH:26]=[CH:25][CH:24]=[CH:23][CH:22]=1. (2) The reactants are: [N:1]1[CH:6]=[CH:5][C:4]([CH2:7][NH:8][C:9](=[O:16])[NH:10][O:11][CH2:12][C:13]([OH:15])=O)=[CH:3][CH:2]=1.[NH2:17][C@H:18]([C:31]([N:33]([C@@H:45]([CH3:53])[CH:46]([O:50][CH2:51][CH3:52])[O:47][CH2:48][CH3:49])[CH2:34][C:35]1[C:44]2[C:39](=[CH:40][CH:41]=[CH:42][CH:43]=2)[CH:38]=[CH:37][CH:36]=1)=[O:32])[CH2:19][CH2:20][CH2:21][CH2:22][NH:23][C:24](=[O:30])[O:25][C:26]([CH3:29])([CH3:28])[CH3:27]. Given the product [CH2:48]([O:47][CH:46]([O:50][CH2:51][CH3:52])[C@@H:45]([N:33]([CH2:34][C:35]1[C:44]2[C:39](=[CH:40][CH:41]=[CH:42][CH:43]=2)[CH:38]=[CH:37][CH:36]=1)[C:31]([C@H:18]([CH2:19][CH2:20][CH2:21][CH2:22][NH:23][C:24](=[O:30])[O:25][C:26]([CH3:28])([CH3:29])[CH3:27])[NH:17][C:13](=[O:15])[CH2:12][O:11][NH:10][C:9](=[O:16])[NH:8][CH2:7][C:4]1[CH:3]=[CH:2][N:1]=[CH:6][CH:5]=1)=[O:32])[CH3:53])[CH3:49], predict the reactants needed to synthesize it. (3) Given the product [Br:22][CH2:23][C:24]([NH:8][C:7]1[CH:9]=[CH:10][C:4]([CH:1]([CH3:3])[CH3:2])=[CH:5][C:6]=1[C:11]([F:12])([F:13])[F:14])=[O:25], predict the reactants needed to synthesize it. The reactants are: [CH:1]([C:4]1[CH:10]=[CH:9][C:7]([NH2:8])=[C:6]([C:11]([F:14])([F:13])[F:12])[CH:5]=1)([CH3:3])[CH3:2].C(N(CC)CC)C.[Br:22][CH2:23][C:24](Br)=[O:25]. (4) Given the product [CH3:1][C:2]1[C:3]([NH:8][C:9]2[C:18]3[C:13](=[CH:14][CH:15]=[C:16]([S:31][CH:28]4[CH2:29][CH2:30][O:26][CH2:27]4)[CH:17]=3)[N:12]=[CH:11][CH:10]=2)=[N:4][NH:5][C:6]=1[CH3:7], predict the reactants needed to synthesize it. The reactants are: [CH3:1][C:2]1[C:3]([NH:8][C:9]2[C:18]3[C:13](=[CH:14][CH:15]=[C:16](I)[CH:17]=3)[N:12]=[CH:11][CH:10]=2)=[N:4][NH:5][C:6]=1[CH3:7].C(=O)([O-])[O-].[Na+].[Na+].[O:26]1[CH2:30][CH2:29][CH:28]([SH:31])[CH2:27]1. (5) Given the product [CH:1]([C:4]1[S:5][C:6]([C:9]([OH:11])=[O:10])=[CH:7][N:8]=1)([CH3:3])[CH3:2], predict the reactants needed to synthesize it. The reactants are: [CH:1]([C:4]1[S:5][C:6]([C:9]([O:11]CC)=[O:10])=[CH:7][N:8]=1)([CH3:3])[CH3:2].[OH-].[Li+]. (6) Given the product [Cl:1][C:2]1[CH:3]=[C:4]([C:12]2[S:13][C:14]([C:17]3[C:18]([CH2:33][CH3:34])=[C:19]([CH2:23][CH2:24][N:25]4[CH2:26][CH:27]([C:29]([OH:31])=[O:30])[CH2:28]4)[CH:20]=[CH:21][CH:22]=3)=[CH:15][N:16]=2)[CH:5]=[CH:6][C:7]=1[O:8][CH:9]([CH3:11])[CH3:10], predict the reactants needed to synthesize it. The reactants are: [Cl:1][C:2]1[CH:3]=[C:4]([C:12]2[S:13][C:14]([C:17]3[C:18]([CH2:33][CH3:34])=[C:19]([CH2:23][CH2:24][N:25]4[CH2:28][CH:27]([C:29]([O:31]C)=[O:30])[CH2:26]4)[CH:20]=[CH:21][CH:22]=3)=[CH:15][N:16]=2)[CH:5]=[CH:6][C:7]=1[O:8][CH:9]([CH3:11])[CH3:10].[OH-].[Na+].